From a dataset of Reaction yield outcomes from USPTO patents with 853,638 reactions. Predict the reaction yield, written as a fraction of the theoretical maximum amount of product (1.0 means a 100% yield; for example, 0.34 means a 34% yield). (1) The reactants are Cl.[NH2:2][CH2:3][C:4]1[CH:11]=[CH:10][C:7]([C:8]#[N:9])=[CH:6][CH:5]=1.Br[C:13]1[CH:22]=[N:21][CH:20]=[CH:19][C:14]=1[C:15]([O:17][CH3:18])=[O:16]. No catalyst specified. The product is [C:8]([C:7]1[CH:10]=[CH:11][C:4]([CH2:3][NH:2][C:19]2[CH:20]=[N:21][CH:22]=[CH:13][C:14]=2[C:15]([O:17][CH3:18])=[O:16])=[CH:5][CH:6]=1)#[N:9]. The yield is 0.0400. (2) The reactants are [C:1]([O:5][C:6]([N:8]1[CH2:13][CH2:12][NH:11][CH2:10][C@@H:9]1[C@@H:14]([OH:37])[C@H:15]([N:23]=[C:24]([C:31]1[CH:36]=[CH:35][CH:34]=[CH:33][CH:32]=1)[C:25]1[CH:30]=[CH:29][CH:28]=[CH:27][CH:26]=1)[CH2:16][C:17]1[CH:22]=[CH:21][CH:20]=[CH:19][CH:18]=1)=[O:7])([CH3:4])([CH3:3])[CH3:2].[CH3:38][CH:39]([CH3:43])[CH2:40][CH:41]=O.C(O[BH-](OC(=O)C)OC(=O)C)(=O)C.[Na+].C(=O)(O)[O-].[Na+]. The catalyst is ClCCCl. The product is [C:1]([O:5][C:6]([N:8]1[CH2:13][CH2:12][N:11]([CH2:41][CH2:40][CH:39]([CH3:43])[CH3:38])[CH2:10][C@@H:9]1[C@@H:14]([OH:37])[C@H:15]([N:23]=[C:24]([C:25]1[CH:26]=[CH:27][CH:28]=[CH:29][CH:30]=1)[C:31]1[CH:32]=[CH:33][CH:34]=[CH:35][CH:36]=1)[CH2:16][C:17]1[CH:22]=[CH:21][CH:20]=[CH:19][CH:18]=1)=[O:7])([CH3:4])([CH3:2])[CH3:3]. The yield is 0.870. (3) The reactants are [C:1]1([CH3:15])[CH:6]=[CH:5][C:4]([NH:7][C:8]2[CH:13]=[CH:12][C:11]([CH3:14])=[CH:10][CH:9]=2)=[CH:3][CH:2]=1.Br[C:17]1[CH:22]=[CH:21][C:20]([C:23]2[CH:28]=[CH:27][C:26]([Br:29])=[CH:25][CH:24]=2)=[CH:19][CH:18]=1.CC(C)([O-])C.[Na+]. The catalyst is C1(C)C=CC=CC=1. The product is [Br:29][C:26]1[CH:27]=[CH:28][C:23]([C:20]2[CH:21]=[CH:22][C:17]([N:7]([C:8]3[CH:9]=[CH:10][C:11]([CH3:14])=[CH:12][CH:13]=3)[C:4]3[CH:3]=[CH:2][C:1]([CH3:15])=[CH:6][CH:5]=3)=[CH:18][CH:19]=2)=[CH:24][CH:25]=1. The yield is 0.720. (4) The reactants are [C:1]([NH:8][CH2:9][CH2:10][C:11]1[CH:17]=[CH:16][C:14]([NH2:15])=[CH:13][CH:12]=1)([O:3][C:4]([CH3:7])([CH3:6])[CH3:5])=[O:2].[C:18]1([C:24]([CH:26]=O)=[O:25])[CH:23]=[CH:22][CH:21]=[CH:20][CH:19]=1.[BH3-]C#N.[Na+]. The catalyst is CO. The product is [C:18]1([CH:24]([OH:25])[CH2:26][NH:15][C:14]2[CH:16]=[CH:17][C:11]([CH2:10][CH2:9][NH:8][C:1]([O:3][C:4]([CH3:6])([CH3:7])[CH3:5])=[O:2])=[CH:12][CH:13]=2)[CH:23]=[CH:22][CH:21]=[CH:20][CH:19]=1. The yield is 0.910. (5) The reactants are [CH2:1]([O:5][C:6]1[CH:7]=[C:8]([CH2:20][CH2:21][C:22]([O:24][CH3:25])=[O:23])[CH:9]=[CH:10][C:11]=1[C:12]1[CH:16]=[C:15](CNC)[S:14][CH:13]=1)[CH2:2][CH2:3][CH3:4].[CH3:26][N:27]([C:29]1[CH:34]=[CH:33][CH:32]=[CH:31]N=1)[CH3:28].[C:35](Cl)(=O)[CH2:36][CH2:37]CCCCC.C(=O)([O-])[OH:46].[Na+]. The catalyst is ClCCl.C(N(CC)CC)C. The product is [CH2:1]([O:5][C:6]1[CH:7]=[C:8]([CH2:20][CH2:21][C:22]([O:24][CH3:25])=[O:23])[CH:9]=[CH:10][C:11]=1[C:12]1[CH:16]=[C:15]([CH2:26][N:27]([CH3:28])[C:29](=[O:46])[CH2:34][CH2:33][CH2:32][CH2:31][CH2:35][CH2:36][CH3:37])[S:14][CH:13]=1)[CH2:2][CH2:3][CH3:4]. The yield is 0.810.